From a dataset of Reaction yield outcomes from USPTO patents with 853,638 reactions. Predict the reaction yield, written as a fraction of the theoretical maximum amount of product (1.0 means a 100% yield; for example, 0.34 means a 34% yield). (1) The reactants are F.[CH3:2][N:3]([CH3:38])[C:4]([C:6]1[N:7]=[CH:8][C:9]([O:12][C:13]2[CH:14]=[C:15]([CH:20]=[C:21]([O:23][C@@H:24]([CH3:37])[CH2:25][O:26][Si](C(C)C)(C(C)C)C(C)C)[CH:22]=2)[C:16]([O:18][CH3:19])=[O:17])=[N:10][CH:11]=1)=[O:5]. The catalyst is C1COCC1. The product is [CH3:38][N:3]([CH3:2])[C:4]([C:6]1[N:7]=[CH:8][C:9]([O:12][C:13]2[CH:14]=[C:15]([CH:20]=[C:21]([O:23][C@@H:24]([CH3:37])[CH2:25][OH:26])[CH:22]=2)[C:16]([O:18][CH3:19])=[O:17])=[N:10][CH:11]=1)=[O:5]. The yield is 0.980. (2) The reactants are [Cl:1][C:2]1[CH:3]=[CH:4][C:5]2[C:10](=[O:11])[N:9]([CH2:12][C:13]([OH:15])=O)[N:8]=[N:7][C:6]=2[CH:16]=1.[C:17]1([CH3:26])[CH:22]=[CH:21][C:20]([C@@H:23]([NH2:25])[CH3:24])=[CH:19][CH:18]=1. No catalyst specified. The product is [Cl:1][C:2]1[CH:3]=[CH:4][C:5]2[C:10](=[O:11])[N:9]([CH2:12][C:13]([NH:25][C@H:23]([C:20]3[CH:21]=[CH:22][C:17]([CH3:26])=[CH:18][CH:19]=3)[CH3:24])=[O:15])[N:8]=[N:7][C:6]=2[CH:16]=1. The yield is 0.510. (3) The reactants are [F:1][C:2]([F:16])([F:15])[C:3]1[CH:14]=[CH:13][C:6]([CH2:7][CH:8]([C:11]#[N:12])[C:9]#[N:10])=[CH:5][CH:4]=1.[H-].[Na+].Br[CH2:20][CH2:21][CH2:22][Cl:23]. The catalyst is CN(C)C=O. The product is [Cl:23][CH2:22][CH2:21][CH2:20][C:8]([CH2:7][C:6]1[CH:5]=[CH:4][C:3]([C:2]([F:15])([F:16])[F:1])=[CH:14][CH:13]=1)([C:11]#[N:12])[C:9]#[N:10]. The yield is 0.260. (4) The reactants are [C:1]([O:4][CH2:5][CH2:6][O:7][CH:8]([O:34][CH2:35][CH2:36][O:37][C:38](=[O:40])[CH3:39])[O:9][C@@H:10]1[C@H:14]([O:15][Si](C(C)(C)C)(C)C)[C@@H:13]([CH:23](I)O)[O:12][C@H:11]1[N:26]1[CH:33]=[CH:32][C:30](=[O:31])[NH:29][C:27]1=[O:28])(=[O:3])[CH3:2].CCN(C(C)C)C(C)C.O.[F-].C([N+](CCCC)(CCCC)CCCC)CCC. The catalyst is O1CCCC1.[Pd]. The product is [C:1]([O:4][CH2:5][CH2:6][O:7][CH:8]([O:34][CH2:35][CH2:36][O:37][C:38](=[O:40])[CH3:39])[O:9][C@@H:10]1[C@H:14]([OH:15])[C@@H:13]([CH3:23])[O:12][C@H:11]1[N:26]1[CH:33]=[CH:32][C:30](=[O:31])[NH:29][C:27]1=[O:28])(=[O:3])[CH3:2]. The yield is 0.790. (5) The reactants are [CH3:1][C:2]1([CH3:13])[C:11]2[C:6](=[CH:7][CH:8]=[CH:9][CH:10]=2)[CH2:5][C:4](=O)[CH2:3]1.[CH2:14]([NH2:17])[C:15]#[CH:16]. No catalyst specified. The product is [CH3:1][C:2]1([CH3:13])[CH2:3][C:4]2[N:17]=[CH:14][CH:15]=[CH:16][C:5]=2[C:6]2[CH:7]=[CH:8][CH:9]=[CH:10][C:11]1=2. The yield is 0.490.